Dataset: Forward reaction prediction with 1.9M reactions from USPTO patents (1976-2016). Task: Predict the product of the given reaction. (1) Given the reactants [CH3:1][O:2][C:3]1[CH:15]=[C:14]([O:16][CH3:17])[CH:13]=[CH:12][C:4]=1[CH2:5][NH:6][C:7]1[S:11][N:10]=[CH:9][N:8]=1.C[Si](C)(C)[N-][Si](C)(C)C.[Li+].[F:28][C:29]1[CH:34]=[C:33]([F:35])[C:32]([F:36])=[CH:31][C:30]=1[S:37](Cl)(=[O:39])=[O:38], predict the reaction product. The product is: [CH3:1][O:2][C:3]1[CH:15]=[C:14]([O:16][CH3:17])[CH:13]=[CH:12][C:4]=1[CH2:5][N:6]([C:7]1[S:11][N:10]=[CH:9][N:8]=1)[S:37]([C:30]1[CH:31]=[C:32]([F:36])[C:33]([F:35])=[CH:34][C:29]=1[F:28])(=[O:39])=[O:38]. (2) Given the reactants [CH3:1][S:2][C:3]1[CH:9]=[CH:8][C:6]([NH2:7])=[CH:5][CH:4]=1.ClC1C=CC=C(C(OO)=[O:18])C=1.C(Cl)(Cl)Cl, predict the reaction product. The product is: [CH3:1][S:2]([C:3]1[CH:9]=[CH:8][C:6]([NH2:7])=[CH:5][CH:4]=1)=[O:18]. (3) The product is: [Br:27][CH2:28][CH2:29][CH2:30][O:9][C:5]1[CH:4]=[C:3]([CH:8]=[CH:7][CH:6]=1)[CH2:2][O:1][CH2:10][CH2:21][OH:24]. Given the reactants [OH:1][CH2:2][C:3]1[CH:4]=[C:5]([OH:9])[CH:6]=[CH:7][CH:8]=1.[CH3:10]C1C=CC(S(O)(=O)=O)=CC=1.[C:21]([O-:24])([O-])=O.[K+].[K+].[Br:27][CH2:28][CH2:29][CH2:30]Br, predict the reaction product. (4) Given the reactants B1([O-])OO1.[OH2:5].O.O.O.[Na+].[N:10]1([C:19]2[CH:47]=[CH:46][C:22]([C:23]3[CH:28]=[CH:27][C:26]([CH2:29][S:30][CH2:31][C@H:32]([NH:36][C:37](=[O:45])[CH2:38][C:39]4[CH:44]=[CH:43][CH:42]=[CH:41][CH:40]=4)[C:33]([OH:35])=[O:34])=[CH:25][CH:24]=3)=[CH:21][CH:20]=2)[C:18]2[C:13](=[CH:14][CH:15]=[CH:16][CH:17]=2)[CH:12]=[CH:11]1, predict the reaction product. The product is: [N:10]1([C:19]2[CH:20]=[CH:21][C:22]([C:23]3[CH:24]=[CH:25][C:26]([CH2:29][S:30]([CH2:31][C@H:32]([NH:36][C:37](=[O:45])[CH2:38][C:39]4[CH:44]=[CH:43][CH:42]=[CH:41][CH:40]=4)[C:33]([OH:35])=[O:34])=[O:5])=[CH:27][CH:28]=3)=[CH:46][CH:47]=2)[C:18]2[C:13](=[CH:14][CH:15]=[CH:16][CH:17]=2)[CH:12]=[CH:11]1.